Dataset: Reaction yield outcomes from USPTO patents with 853,638 reactions. Task: Predict the reaction yield, written as a fraction of the theoretical maximum amount of product (1.0 means a 100% yield; for example, 0.34 means a 34% yield). The reactants are [F:1][C:2]([F:13])([F:12])[C:3]1[CH:4]=[C:5]([C:9](=O)[CH3:10])[CH:6]=[CH:7][CH:8]=1.[NH2:14][C:15]([NH2:17])=[S:16]. No catalyst specified. The product is [NH2:17][C:15]1[S:16][CH:10]=[C:9]([C:5]2[CH:6]=[CH:7][CH:8]=[C:3]([C:2]([F:13])([F:12])[F:1])[CH:4]=2)[N:14]=1. The yield is 0.941.